Dataset: TCR-epitope binding with 47,182 pairs between 192 epitopes and 23,139 TCRs. Task: Binary Classification. Given a T-cell receptor sequence (or CDR3 region) and an epitope sequence, predict whether binding occurs between them. (1) The epitope is SGPLKAEIAQRLED. The TCR CDR3 sequence is CASSELIGSESYNEQFF. Result: 0 (the TCR does not bind to the epitope). (2) The epitope is VLWAHGFEL. The TCR CDR3 sequence is CATGSGGETQYF. Result: 1 (the TCR binds to the epitope).